This data is from Forward reaction prediction with 1.9M reactions from USPTO patents (1976-2016). The task is: Predict the product of the given reaction. (1) Given the reactants [Cl:1][C:2]1[CH:3]=[C:4]([OH:26])[CH:5]=[CH:6][C:7]=1[CH:8]([CH3:25])[C:9]([OH:24])([C:14]1[CH:23]=[CH:22][CH:21]=[C:20]2[C:15]=1[CH:16]=[CH:17][N:18]=[CH:19]2)[C:10]([F:13])([F:12])[F:11].[CH3:27][O:28][C:29](=[O:39])[CH2:30][C:31]1[CH:36]=[CH:35][C:34]([CH2:37]Br)=[CH:33][CH:32]=1, predict the reaction product. The product is: [CH3:27][O:28][C:29](=[O:39])[CH2:30][C:31]1[CH:32]=[CH:33][C:34]([CH2:37][O:26][C:4]2[CH:5]=[CH:6][C:7]([CH:8]([CH3:25])[C:9]([OH:24])([C:14]3[CH:23]=[CH:22][CH:21]=[C:20]4[C:15]=3[CH:16]=[CH:17][N:18]=[CH:19]4)[C:10]([F:11])([F:13])[F:12])=[C:2]([Cl:1])[CH:3]=2)=[CH:35][CH:36]=1. (2) Given the reactants [Cl:1][C:2]1[C:7]([C:8]2[C:9](=[O:22])[N:10]([CH2:20][CH3:21])[C:11]3[C:16]([CH:17]=2)=[CH:15][N:14]=[C:13]([NH:18][CH3:19])[CH:12]=3)=[CH:6][C:5]([NH:23][C:24]([NH:26][C:27]2[CH:32]=[CH:31][CH:30]=[C:29]([CH2:33][N:34]3[CH2:39][CH2:38][N:37]([CH3:40])[CH2:36][CH2:35]3)[CH:28]=2)=[O:25])=[C:4]([F:41])[CH:3]=1.[ClH:42], predict the reaction product. The product is: [ClH:1].[ClH:42].[Cl:1][C:2]1[C:7]([C:8]2[C:9](=[O:22])[N:10]([CH2:20][CH3:21])[C:11]3[C:16]([CH:17]=2)=[CH:15][N:14]=[C:13]([NH:18][CH3:19])[CH:12]=3)=[CH:6][C:5]([NH:23][C:24]([NH:26][C:27]2[CH:32]=[CH:31][CH:30]=[C:29]([CH2:33][N:34]3[CH2:35][CH2:36][N:37]([CH3:40])[CH2:38][CH2:39]3)[CH:28]=2)=[O:25])=[C:4]([F:41])[CH:3]=1. (3) Given the reactants [Br:1][C:2]1[CH:3]=[CH:4][C:5]([F:20])=[C:6]([C@:8]23[CH2:15][O:14][C@H:13]([C:16]([F:19])([F:18])[CH3:17])[C@H:12]2[CH2:11][O:10][NH:9]3)[CH:7]=1.C(=O)([O-])[O-].[Na+].[Na+], predict the reaction product. The product is: [NH2:9][C@@:8]1([C:6]2[CH:7]=[C:2]([Br:1])[CH:3]=[CH:4][C:5]=2[F:20])[CH2:15][O:14][C@H:13]([C:16]([F:19])([F:18])[CH3:17])[C@H:12]1[CH2:11][OH:10]. (4) Given the reactants [CH3:1][C:2]1([CH3:31])[CH2:11][CH2:10][C:9]2[N:8]=[CH:7][N:6]=[C:5]([N:12]3[CH2:18][C:17]4[CH:19]=[C:20]([C:23]5[CH:24]=[C:25]([NH2:30])[C:26]([NH2:29])=[N:27][CH:28]=5)[CH:21]=[CH:22][C:16]=4[O:15][CH2:14][CH2:13]3)[C:4]=2[CH2:3]1.C(N(CC)CC)C.[C:39](Cl)(=[O:43])[CH2:40][CH2:41][CH3:42], predict the reaction product. The product is: [NH2:29][C:26]1[C:25]([NH:30][C:39](=[O:43])[CH2:40][CH2:41][CH3:42])=[CH:24][C:23]([C:20]2[CH:21]=[CH:22][C:16]3[O:15][CH2:14][CH2:13][N:12]([C:5]4[C:4]5[CH2:3][C:2]([CH3:31])([CH3:1])[CH2:11][CH2:10][C:9]=5[N:8]=[CH:7][N:6]=4)[CH2:18][C:17]=3[CH:19]=2)=[CH:28][N:27]=1. (5) Given the reactants [CH3:1][S:2][C:3]1[N:4]=[CH:5][C:6]2[CH:12]=[N:11][CH:10]=[CH:9][C:7]=2[N:8]=1.CN(C)C=O.FC(F)(F)C(O)=O.[I:25]N1C(=O)CCC1=O.S([O-])([O-])(=O)=S.[Na+].[Na+], predict the reaction product. The product is: [I:25][C:9]1[C:7]2[N:8]=[C:3]([S:2][CH3:1])[N:4]=[CH:5][C:6]=2[CH:12]=[N:11][CH:10]=1. (6) Given the reactants C1([C:7](=[N:14]CCCO)C2C=CC=CC=2)C=CC=CC=1.C1(P(C2C=CC=CC=2)C2C=CC=CC=2)C=CC=CC=1.N(C(OC(C)C)=O)=NC(OC(C)C)=O.[Cl:52][C:53]1[CH:54]=[C:55]([N:60]2[C:64](=[O:65])[O:63][N:62]=[C:61]2[C:66]2[C:67]([NH:71][C:72](=O)[C:73](F)(F)F)=[N:68][O:69][N:70]=2)[CH:56]=[CH:57][C:58]=1[F:59].[F:78][C:79]([F:84])([F:83])[C:80]([OH:82])=[O:81], predict the reaction product. The product is: [F:78][C:79]([F:84])([F:83])[C:80]([OH:82])=[O:81].[NH2:14][CH2:7][CH2:73][CH2:72][NH:71][C:67]1[C:66]([C:61]2[N:60]([C:55]3[CH:56]=[CH:57][C:58]([F:59])=[C:53]([Cl:52])[CH:54]=3)[C:64](=[O:65])[O:63][N:62]=2)=[N:70][O:69][N:68]=1.